This data is from Reaction yield outcomes from USPTO patents with 853,638 reactions. The task is: Predict the reaction yield, written as a fraction of the theoretical maximum amount of product (1.0 means a 100% yield; for example, 0.34 means a 34% yield). The reactants are [CH:1]([NH:4][C:5]1[C:10]2[C:11]([C:33]3[CH:38]=[C:37]([N:39]4[CH2:44][CH2:43][O:42][CH2:41][CH2:40]4)[CH:36]=[CH:35][N:34]=3)=[N:12][N:13](C(C3C=CC=CC=3)(C3C=CC=CC=3)C3C=CC=CC=3)[C:9]=2[CH:8]=[CH:7][N:6]=1)([CH3:3])[CH3:2].ClC1C=CN=C(C2C3C(NC(C)C)=NC=CC=3N(C(C3C=CC=CC=3)(C3C=CC=CC=3)C3C=CC=CC=3)N=2)C=1.N1CCOCC1.CC1(C)C2C(=C(P(C3C=CC=CC=3)C3C=CC=CC=3)C=CC=2)OC2C(P(C3C=CC=CC=3)C3C=CC=CC=3)=CC=CC1=2.C([O-])([O-])=O.[Cs+].[Cs+]. The catalyst is O1CCOCC1.C1C=CC(/C=C/C(/C=C/C2C=CC=CC=2)=O)=CC=1.C1C=CC(/C=C/C(/C=C/C2C=CC=CC=2)=O)=CC=1.C1C=CC(/C=C/C(/C=C/C2C=CC=CC=2)=O)=CC=1.[Pd].[Pd]. The product is [CH:1]([NH:4][C:5]1[C:10]2[C:11]([C:33]3[CH:38]=[C:37]([N:39]4[CH2:40][CH2:41][O:42][CH2:43][CH2:44]4)[CH:36]=[CH:35][N:34]=3)=[N:12][NH:13][C:9]=2[CH:8]=[CH:7][N:6]=1)([CH3:3])[CH3:2]. The yield is 0.290.